Binary Classification. Given a drug SMILES string, predict its activity (active/inactive) in a high-throughput screening assay against a specified biological target. From a dataset of Cav3 T-type calcium channel HTS with 100,875 compounds. (1) The compound is o1nc(nc1CCC(=O)Nc1c(cccc1)C)c1ccc(cc1)C. The result is 0 (inactive). (2) The molecule is Clc1nnc(c2c3c(n(c2)C(=O)c2ccc(cc2)C)cccc3)cc1. The result is 0 (inactive). (3) The molecule is Clc1cc(CN(CCN2CCOCC2)C(=O)Nc2cc(Cl)ccc2)ccc1. The result is 0 (inactive). (4) The result is 1 (active). The molecule is O(c1c(C(N2CCN(CC2)c2ccccc2)c2n(nnn2)CCc2ccccc2)cccc1OC)C. (5) The compound is Fc1ccc(NC(=O)CCN2CCCCCC2)cc1. The result is 0 (inactive). (6) The drug is O=c1n(c(N2CCN(CC2)c2ccccc2)nc2c1cccc2)Cc1ccccc1. The result is 1 (active). (7) The drug is S(=O)(=O)(N(CC(=O)N1CCN(CC1)C(OCC)=O)c1ccc(Oc2ccccc2)cc1)C. The result is 0 (inactive). (8) The drug is S(CC(=O)N(Cc1c(n(nc1)C)C)C)c1nc(cc(n1)C(F)(F)F)c1occc1. The result is 0 (inactive).